From a dataset of Drug-target binding data from BindingDB using Kd measurements. Regression. Given a target protein amino acid sequence and a drug SMILES string, predict the binding affinity score between them. We predict pKd (pKd = -log10(Kd in M); higher means stronger binding). Dataset: bindingdb_kd. (1) The compound is Cc1sc2c(c1C)C(c1ccc(Cl)cc1)=N[C@@H](CC(=O)OC(C)(C)C)c1nnc(C)n1-2. The target protein sequence is NPPPPETSNPNKPKRQTNQLQYLLRVVLKTLWKHQFAAPFQQPVDAVKLNLPDYYKIIKTPMDMGTIKKRLENNYYWNAQECIQDFNTMFTNCYIYNKPGDDIVLMAEALEKLFLQKINELPT. The pKd is 6.1. (2) The small molecule is CN1CC[C@@]2(C)c3cc(O)ccc3N(C)[C@@H]12. The target protein (P07445) has sequence MNLPTAQEVQGLMARYIELVDVGDIEAIVQMYADDATVEDPFGQPPIHGREQIAAFYRQGLGGGKVRACLTGPVRASHNGCGAMPFRVEMVWNGQPCALDVIDVMRFDEHGRIQTMQAYWSEVNLSVREPQ. The pKd is 3.7. (3) The small molecule is Cn1cc(-c2ccc3nnc(Sc4ccc5ncccc5c4)n3n2)cn1. The pKd is 5.0. The target protein (Q9NRH2) has sequence MAGFKRGYDGKIAGLYDLDKTLGRGHFAVVKLARHVFTGEKVAVKVIDKTKLDTLATGHLFQEVRCMKLVQHPNIVRLYEVIDTQTKLYLILELGDGGDMFDYIMKHEEGLNEDLAKKYFAQIVHAISYCHKLHVVHRDLKPENVVFFEKQGLVKLTDFGFSNKFQPGKKLTTSCGSLAYSAPEILLGDEYDAPAVDIWSLGVILFMLVCGQPPFQEANDSETLTMIMDCKYTVPSHVSKECKDLITRMLQRDPKRRASLEEIENHPWLQGVDPSPATKYNIPLVSYKNLSEEEHNSIIQRMVLGDIADRDAIVEALETNRYNHITATYFLLAERILREKQEKEIQTRSASPSNIKAQFRQSWPTKIDVPQDLEDDLTATPLSHATVPQSPARAADSVLNGHRSKGLCDSAKKDDLPELAGPALSTVPPASLKPTASGRKCLFRVEEDEEEDEEDKKPMSLSTQVVLRRKPSVTNRLTSRKSAPVLNQIFEEGESDDEFD.... (4) The drug is CCOc1nc2ccccc2nc1C(=O)Nc1ccc(O)c(CN2CCN(CC)CC2)c1. The target protein (O70212) has sequence MVLWLQLALLALLLPTSLAQGEVRGKGTAQAHNSTRPALQRLSDHLLADYRKSVRPVRDWRKPTTVSIDAIVYAILSVDEKNQVLTTYIWYRQFWTDEFLQWNPEDFDNITKLSIPTDSIWVPDILINEFVDVGKSPNIPYVYVRHQGEVQNYKPLQVVTACSLDIYNFPFDVQNCSLTFTSWLHTIQDINISLWRLPEKVKSDKSVFMNQGEWELLGVLTEFLEFSDRESRGSFAEMKFYVVIRRRPLFYAVTLLLPSIFLMIVDIVGFYLPPDSGERVSFKITLLLGYSVFLIIVSDTLPATAIGTPLISVYFVVCMALLVISLAETILIVRLVHKQDLQQPVPLWLRHLVLERIAGLLCLGEQLTSHRGPATLQATKTDDFSGSTLLPAMGNHCGPLGGPQDLEKTSRGRGSPPPPPREASLAMCGLLQELASIRHFLEKREETREVARDWLRVGSVLDKLLFRVYLLAVLAYSITLVTLWSVWHYA. The pKd is 3.9.